Task: Predict which catalyst facilitates the given reaction.. Dataset: Catalyst prediction with 721,799 reactions and 888 catalyst types from USPTO (1) Reactant: [CH3:1][C:2]([NH:8][C:9](=[O:29])[NH:10][C:11]1[CH:16]=[CH:15][CH:14]=[C:13]([CH2:17][C:18]2[C:27]3[CH2:26][CH2:25][CH2:24][CH2:23][C:22]=3[C:21](=[O:28])[NH:20][N:19]=2)[CH:12]=1)([CH3:7])[C:3]([O:5]C)=O.[OH-].[Na+].Cl. Product: [CH3:7][C:2]1([CH3:1])[NH:8][C:9](=[O:29])[N:10]([C:11]2[CH:16]=[CH:15][CH:14]=[C:13]([CH2:17][C:18]3[C:27]4[CH2:26][CH2:25][CH2:24][CH2:23][C:22]=4[C:21](=[O:28])[NH:20][N:19]=3)[CH:12]=2)[C:3]1=[O:5]. The catalyst class is: 3. (2) Reactant: [Br:1][C:2]1[CH:3]=[C:4]2[C:9](=[CH:10][CH:11]=1)[O:8][CH:7]([C:12]1[CH:17]=[CH:16][CH:15]=[CH:14][CH:13]=1)[CH2:6][C:5]2=O.C[Si]([N:23]=[C:24]=[N:25][Si](C)(C)C)(C)C. Product: [Br:1][C:2]1[CH:3]=[C:4]2[C:9](=[CH:10][CH:11]=1)[O:8][CH:7]([C:12]1[CH:17]=[CH:16][CH:15]=[CH:14][CH:13]=1)[CH2:6]/[C:5]/2=[N:25]/[C:24]#[N:23]. The catalyst class is: 388. (3) Product: [CH2:1]([O:3][C:4]([N:6]1[C:15]2[C:10](=[N:11][C:12]([O:16][CH3:17])=[CH:13][CH:14]=2)[C@@H:9]([NH:18][C:19]2[N:24]=[C:23]([CH2:25][C:26]3[CH:27]=[C:28]([C:36]([F:37])([F:38])[F:39])[CH:29]=[C:30]([C:32]([F:35])([F:33])[F:34])[CH:31]=3)[C:22]([CH2:40][O:41][CH2:51][C:52]([OH:54])=[O:53])=[CH:21][N:20]=2)[CH2:8][C@H:7]1[CH2:42][CH3:43])=[O:5])[CH3:2]. The catalyst class is: 21. Reactant: [CH2:1]([O:3][C:4]([N:6]1[C:15]2[C:10](=[N:11][C:12]([O:16][CH3:17])=[CH:13][CH:14]=2)[C@@H:9]([NH:18][C:19]2[N:24]=[C:23]([CH2:25][C:26]3[CH:31]=[C:30]([C:32]([F:35])([F:34])[F:33])[CH:29]=[C:28]([C:36]([F:39])([F:38])[F:37])[CH:27]=3)[C:22]([CH2:40][OH:41])=[CH:21][N:20]=2)[CH2:8][C@H:7]1[CH2:42][CH3:43])=[O:5])[CH3:2].C(=O)([O-])[O-].[K+].[K+].Br[CH2:51][C:52]([O:54]CC)=[O:53]. (4) Reactant: [Cl:1][C:2]1[C:3]([CH3:25])=[CH:4][C:5]([N+:22]([O-])=O)=[C:6]([NH:8][CH2:9][CH2:10][CH2:11][CH2:12][CH2:13][CH2:14][C:15]([O:17][C:18]([CH3:21])([CH3:20])[CH3:19])=[O:16])[CH:7]=1.[H][H]. Product: [NH2:22][C:5]1[CH:4]=[C:3]([CH3:25])[C:2]([Cl:1])=[CH:7][C:6]=1[NH:8][CH2:9][CH2:10][CH2:11][CH2:12][CH2:13][CH2:14][C:15]([O:17][C:18]([CH3:21])([CH3:20])[CH3:19])=[O:16]. The catalyst class is: 470. (5) Reactant: [F:1][C:2]1[CH:7]=[CH:6][C:5]([S:8]([NH:11][CH2:12][C:13]([F:16])([F:15])[F:14])(=[O:10])=[O:9])=[CH:4][CH:3]=1.Br[CH2:18][C:19]([NH:21][CH2:22][C:23]1[CH:24]=[C:25]([C:29]2[CH:34]=[CH:33][C:32]([C:35]([F:38])([F:37])[F:36])=[CH:31][CH:30]=2)[CH:26]=[CH:27][CH:28]=1)=[O:20].C(=O)([O-])[O-].[Cs+].[Cs+].C(OCC)(=O)C. Product: [F:1][C:2]1[CH:3]=[CH:4][C:5]([S:8]([N:11]([CH2:12][C:13]([F:16])([F:14])[F:15])[CH2:18][C:19]([NH:21][CH2:22][C:23]2[CH:24]=[C:25]([C:29]3[CH:34]=[CH:33][C:32]([C:35]([F:36])([F:37])[F:38])=[CH:31][CH:30]=3)[CH:26]=[CH:27][CH:28]=2)=[O:20])(=[O:9])=[O:10])=[CH:6][CH:7]=1. The catalyst class is: 18. (6) Reactant: I[C:2]1[C:10]2[C:5](=[N:6][CH:7]=[N:8][C:9]=2[NH2:11])[N:4]([CH:12]([C:14]2[CH:15]=[C:16]3[N:21]([C:22]=2[C:23]2[CH:28]=[CH:27][CH:26]=[CH:25][N:24]=2)[CH:20]=[CH:19][CH:18]=[CH:17]3)[CH3:13])[N:3]=1.[N:29]1[CH:34]=[CH:33][CH:32]=[C:31](B(O)O)[CH:30]=1.CCO.C([O-])([O-])=O.[Na+].[Na+]. Product: [N:24]1[CH:25]=[CH:26][CH:27]=[CH:28][C:23]=1[C:22]1[N:21]2[C:16]([CH:17]=[CH:18][CH:19]=[CH:20]2)=[CH:15][C:14]=1[CH:12]([N:4]1[C:5]2=[N:6][CH:7]=[N:8][C:9]([NH2:11])=[C:10]2[C:2]([C:31]2[CH:30]=[N:29][CH:34]=[CH:33][CH:32]=2)=[N:3]1)[CH3:13]. The catalyst class is: 104.